From a dataset of Reaction yield outcomes from USPTO patents with 853,638 reactions. Predict the reaction yield, written as a fraction of the theoretical maximum amount of product (1.0 means a 100% yield; for example, 0.34 means a 34% yield). (1) The catalyst is C(O)C.[Pd]. The reactants are C(OC(=O)[NH:10][CH2:11][CH2:12][CH2:13][CH2:14][C:15]1[CH:20]=[CH:19][C:18]([O:21][CH2:22][C:23](=[O:31])[N:24]([CH2:28][CH2:29][OH:30])[CH2:25][CH2:26][OH:27])=[CH:17][CH:16]=1)C1C=CC=CC=1.[H][H]. The yield is 0.720. The product is [NH2:10][CH2:11][CH2:12][CH2:13][CH2:14][C:15]1[CH:20]=[CH:19][C:18]([O:21][CH2:22][C:23]([N:24]([CH2:28][CH2:29][OH:30])[CH2:25][CH2:26][OH:27])=[O:31])=[CH:17][CH:16]=1. (2) The catalyst is C1COCC1. The reactants are [Cl:1][C:2]([F:14])([F:13])[C:3]1[CH:8]=[CH:7][C:6]([CH:9]([S:11][CH3:12])[CH3:10])=[CH:5][N:4]=1.[N:15]#[C:16][NH2:17].C(O)(=O)C.C(O)(=O)C.IC1C=CC=CC=1. The yield is 0.480. The product is [Cl:1][C:2]([F:13])([F:14])[C:3]1[N:4]=[CH:5][C:6]([CH:9]([S:11]([CH3:12])=[N:17][C:16]#[N:15])[CH3:10])=[CH:7][CH:8]=1.